Dataset: Catalyst prediction with 721,799 reactions and 888 catalyst types from USPTO. Task: Predict which catalyst facilitates the given reaction. (1) Reactant: [Br:1][C:2]1[N:11]=[C:10]2[C:5]([CH:6]=[CH:7][N:8]=[C:9]2[OH:12])=[CH:4][CH:3]=1.Br[CH2:14][C:15]1[CH:24]=[CH:23][C:18]([C:19]([O:21][CH3:22])=[O:20])=[CH:17][CH:16]=1.C(=O)([O-])[O-].[Cs+].[Cs+]. Product: [CH3:22][O:21][C:19](=[O:20])[C:18]1[CH:23]=[CH:24][C:15]([CH2:14][N:8]2[CH:7]=[CH:6][C:5]3[C:10](=[N:11][C:2]([Br:1])=[CH:3][CH:4]=3)[C:9]2=[O:12])=[CH:16][CH:17]=1. The catalyst class is: 9. (2) Reactant: [C:1]([O:5][C:6]([N:8]1[CH2:13][CH2:12][CH:11]([C:14]2[O:23][C:17]3=[N:18][CH:19]=[C:20](Cl)[N:21]=[C:16]3[CH:15]=2)[CH2:10][CH2:9]1)=[O:7])([CH3:4])([CH3:3])[CH3:2].[CH3:24][S:25]([C:28]1[CH:33]=[CH:32][C:31](B(O)O)=[CH:30][CH:29]=1)(=[O:27])=[O:26].C([O-])([O-])=O.[Na+].[Na+].O. Product: [C:1]([O:5][C:6]([N:8]1[CH2:13][CH2:12][CH:11]([C:14]2[O:23][C:17]3=[N:18][CH:19]=[C:20]([C:31]4[CH:32]=[CH:33][C:28]([S:25]([CH3:24])(=[O:27])=[O:26])=[CH:29][CH:30]=4)[N:21]=[C:16]3[CH:15]=2)[CH2:10][CH2:9]1)=[O:7])([CH3:4])([CH3:3])[CH3:2]. The catalyst class is: 9. (3) Reactant: CC1C=CC(S(O[CH2:12][C@H:13]2[CH2:22][CH2:21][C:20]3[C:15](=[C:16]([C:24]4[CH:29]=[CH:28][CH:27]=[CH:26][C:25]=4[Cl:30])[C:17]([F:23])=[CH:18][CH:19]=3)[O:14]2)(=O)=O)=CC=1.[N-:31]=[N+:32]=[N-:33].[Na+]. Product: [N:31]([CH2:12][C@H:13]1[CH2:22][CH2:21][C:20]2[C:15](=[C:16]([C:24]3[CH:29]=[CH:28][CH:27]=[CH:26][C:25]=3[Cl:30])[C:17]([F:23])=[CH:18][CH:19]=2)[O:14]1)=[N+:32]=[N-:33]. The catalyst class is: 16. (4) Reactant: [NH2:1][C:2]1[C:3]([C:17]([NH2:19])=[O:18])=[N:4][C:5]2[C:10]([C:11]=1[C:12]([F:15])([F:14])[F:13])=[CH:9][C:8]([Cl:16])=[CH:7][CH:6]=2.[C:20](CC(=O)C)(=O)[CH3:21]. Product: [Cl:16][C:8]1[CH:7]=[CH:6][C:5]2[N:4]=[C:3]3[C:17](=[O:18])[NH:19][C:20]([CH3:21])=[N:1][C:2]3=[C:11]([C:12]([F:13])([F:15])[F:14])[C:10]=2[CH:9]=1. The catalyst class is: 82.